This data is from Forward reaction prediction with 1.9M reactions from USPTO patents (1976-2016). The task is: Predict the product of the given reaction. (1) Given the reactants Br[C:2]1[CH:7]=[CH:6][C:5]([C:8]#[C:9][Si:10]([CH3:13])([CH3:12])[CH3:11])=[C:4]([O:14][CH3:15])[CH:3]=1.[Li+].C[Si]([N-][Si](C)(C)C)(C)C.[CH3:26][N:27]1[CH2:32][CH2:31][NH:30][CH2:29][CH2:28]1, predict the reaction product. The product is: [CH3:15][O:14][C:4]1[CH:3]=[C:2]([N:30]2[CH2:31][CH2:32][N:27]([CH3:26])[CH2:28][CH2:29]2)[CH:7]=[CH:6][C:5]=1[C:8]#[C:9][Si:10]([CH3:13])([CH3:12])[CH3:11]. (2) Given the reactants [CH:1]([C@H:4]1[CH2:8][O:7][C:6](=[O:9])[N:5]1[C:10]1[CH:15]=[CH:14][N:13]=[C:12]([NH:16][C@H:17]([CH:19]2[CH2:24][CH2:23][NH:22][CH2:21][CH2:20]2)[CH3:18])[N:11]=1)([CH3:3])[CH3:2].[C:25]1(=O)[CH2:28]C[CH2:26]1.C(O[BH-](OC(=O)C)OC(=O)C)(=O)C.[Na+], predict the reaction product. The product is: [CH:1]([C@H:4]1[CH2:8][O:7][C:6](=[O:9])[N:5]1[C:10]1[CH:15]=[CH:14][N:13]=[C:12]([NH:16][C@H:17]([CH:19]2[CH2:24][CH2:23][N:22]([CH:25]([CH3:28])[CH3:26])[CH2:21][CH2:20]2)[CH3:18])[N:11]=1)([CH3:2])[CH3:3]. (3) Given the reactants [F:1][C:2]1[CH:7]=[CH:6][C:5]([C:8]2[CH:13]=[CH:12][C:11]([C:14]([O:16]C)=[O:15])=[CH:10][CH:9]=2)=[CH:4][CH:3]=1.[Li+].[OH-].Cl, predict the reaction product. The product is: [F:1][C:2]1[CH:3]=[CH:4][C:5]([C:8]2[CH:13]=[CH:12][C:11]([C:14]([OH:16])=[O:15])=[CH:10][CH:9]=2)=[CH:6][CH:7]=1. (4) Given the reactants [CH3:1][C:2]1[O:6][N:5]=[CH:4][C:3]=1[C:7]([OH:9])=O.Cl.[F:11][C:12]1[CH:17]=[CH:16][CH:15]=[CH:14][C:13]=1[C:18]1[O:22][N:21]=[C:20]([CH:23]2[CH2:28][CH2:27][CH2:26][NH:25][CH2:24]2)[N:19]=1, predict the reaction product. The product is: [F:11][C:12]1[CH:17]=[CH:16][CH:15]=[CH:14][C:13]=1[C:18]1[O:22][N:21]=[C:20]([CH:23]2[CH2:28][CH2:27][CH2:26][N:25]([C:7]([C:3]3[CH:4]=[N:5][O:6][C:2]=3[CH3:1])=[O:9])[CH2:24]2)[N:19]=1. (5) The product is: [F:27][C:26]1[CH:25]=[CH:24][C:23]([C:2]2[CH:3]=[N:4][C:5]3[N:6]([CH:8]=[C:9]([CH2:11][O:12][C:13]4[CH:18]=[CH:17][C:16]([F:19])=[CH:15][N:14]=4)[N:10]=3)[CH:7]=2)=[CH:22][C:21]=1[NH2:20]. Given the reactants Br[C:2]1[CH:3]=[N:4][C:5]2[N:6]([CH:8]=[C:9]([CH2:11][O:12][C:13]3[CH:18]=[CH:17][C:16]([F:19])=[CH:15][N:14]=3)[N:10]=2)[CH:7]=1.[NH2:20][C:21]1[CH:22]=[C:23](B(O)O)[CH:24]=[CH:25][C:26]=1[F:27], predict the reaction product. (6) Given the reactants Cl[C:2]1[N:7]2[N:8]=[C:9]([CH:11]3[CH2:16][CH2:15][N:14]([CH2:17][CH:18]4[CH2:20][CH2:19]4)[CH2:13][CH2:12]3)[N:10]=[C:6]2[CH:5]=[C:4]([C:21]2[CH:26]=[CH:25][C:24]([Cl:27])=[CH:23][C:22]=2[Cl:28])[N:3]=1.Cl.[NH2:30][C:31]1[C:36]([C:37](=[O:42])[C:38]([F:41])([F:40])[F:39])=[CH:35][CH:34]=[C:33]([NH:43][CH2:44][CH2:45][NH2:46])[N:32]=1.C(N(CC)C(C)C)(C)C, predict the reaction product. The product is: [NH2:30][C:31]1[C:36]([C:37](=[O:42])[C:38]([F:39])([F:41])[F:40])=[CH:35][CH:34]=[C:33]([NH:43][CH2:44][CH2:45][NH:46][C:2]2[N:7]3[N:8]=[C:9]([CH:11]4[CH2:16][CH2:15][N:14]([CH2:17][CH:18]5[CH2:20][CH2:19]5)[CH2:13][CH2:12]4)[N:10]=[C:6]3[CH:5]=[C:4]([C:21]3[CH:26]=[CH:25][C:24]([Cl:27])=[CH:23][C:22]=3[Cl:28])[N:3]=2)[N:32]=1.